Dataset: Catalyst prediction with 721,799 reactions and 888 catalyst types from USPTO. Task: Predict which catalyst facilitates the given reaction. (1) Reactant: [C:1]1([CH2:11]CS([O-])(=O)=O)([CH2:5]CS([O-])(=O)=O)[CH2:4][CH2:3][CH2:2]1.C(=O)([O-])[O-].[K+].[K+].[CH3:23][C:24]1[CH:25]=[CH:26][C:27]([S:30]([NH2:33])(=[O:32])=[O:31])=[CH:28][CH:29]=1.C(OCC)(=O)C. Product: [S:30]([N:33]1[CH2:5][C:1]2([CH2:2][CH2:3][CH2:4]2)[CH2:11]1)([C:27]1[CH:28]=[CH:29][C:24]([CH3:23])=[CH:25][CH:26]=1)(=[O:32])=[O:31]. The catalyst class is: 16. (2) Reactant: [CH3:1][O:2][C:3]1[CH:8]=[CH:7][N:6]([C:9]2[CH:14]=[CH:13][C:12]([N:15]3[CH2:20][CH2:19][NH:18][CH2:17][CH2:16]3)=[CH:11][CH:10]=2)[C:5](=[O:21])[CH:4]=1.CC1C=CC(S(O[CH2:33][CH2:34][CH2:35][CH2:36][C:37]2[C:45]3[C:40](=[CH:41][CH:42]=[C:43]([C:46]#[N:47])[CH:44]=3)[NH:39][CH:38]=2)(=O)=O)=CC=1.C(=O)([O-])[O-].[K+].[K+].[I-].[K+]. Product: [CH3:1][O:2][C:3]1[CH:8]=[CH:7][N:6]([C:9]2[CH:10]=[CH:11][C:12]([N:15]3[CH2:16][CH2:17][N:18]([CH2:33][CH2:34][CH2:35][CH2:36][C:37]4[C:45]5[C:40](=[CH:41][CH:42]=[C:43]([C:46]#[N:47])[CH:44]=5)[NH:39][CH:38]=4)[CH2:19][CH2:20]3)=[CH:13][CH:14]=2)[C:5](=[O:21])[CH:4]=1. The catalyst class is: 10.